Dataset: Reaction yield outcomes from USPTO patents with 853,638 reactions. Task: Predict the reaction yield, written as a fraction of the theoretical maximum amount of product (1.0 means a 100% yield; for example, 0.34 means a 34% yield). (1) The reactants are [NH2:1][C:2]1C(O)=NC=[N:6][C:7]=1[NH2:8].[OH-].[Na+].Br[CH:13](Br)[C:14](=O)[C:15]([F:18])([F:17])[F:16]. No catalyst specified. The product is [F:16][C:15]([F:18])([F:17])[C:14]1[N:1]=[CH:2][C:7]([NH2:8])=[N:6][CH:13]=1. The yield is 0.150. (2) The reactants are [Cl:1][C:2]1[CH:7]=[C:6]([Cl:8])[CH:5]=[C:4](I)[C:3]=1[OH:10].[CH3:11][O:12][C:13]1[CH:18]=[CH:17][C:16]([C:19]#[CH:20])=[CH:15][CH:14]=1.O. The catalyst is CN(C=O)C.C(NCC)C.[Cu]I. The product is [Cl:8][C:6]1[CH:7]=[C:2]([Cl:1])[C:3]2[O:10][C:19]([C:16]3[CH:17]=[CH:18][C:13]([O:12][CH3:11])=[CH:14][CH:15]=3)=[CH:20][C:4]=2[CH:5]=1. The yield is 0.420. (3) The reactants are [CH:1]1([CH:7]([NH:24][C:25]2[CH:30]=[CH:29][C:28]([C:31]([NH:33][CH2:34][CH2:35][C:36]([O:38]CC)=[O:37])=[O:32])=[CH:27][CH:26]=2)[C:8]2[O:9][C:10]3[CH:22]=[CH:21][C:20]([F:23])=[CH:19][C:11]=3[C:12]=2[CH2:13][O:14][CH2:15][CH2:16][O:17][CH3:18])[CH2:6][CH2:5][CH2:4][CH2:3][CH2:2]1.O1CCCC1.[OH-].[Na+]. The catalyst is C(O)C. The product is [CH:1]1([CH:7]([NH:24][C:25]2[CH:26]=[CH:27][C:28]([C:31]([NH:33][CH2:34][CH2:35][C:36]([OH:38])=[O:37])=[O:32])=[CH:29][CH:30]=2)[C:8]2[O:9][C:10]3[CH:22]=[CH:21][C:20]([F:23])=[CH:19][C:11]=3[C:12]=2[CH2:13][O:14][CH2:15][CH2:16][O:17][CH3:18])[CH2:2][CH2:3][CH2:4][CH2:5][CH2:6]1. The yield is 0.340. (4) The reactants are [NH2:1][C:2]1[CH:7]=[C:6]([O:8][C:9]2[CH:14]=[CH:13][C:12]([N+:15]([O-:17])=[O:16])=[CH:11][C:10]=2[F:18])[N:5]=[CH:4][N:3]=1.C(N(CC)CC)C.Cl[C:27](OC1C=CC=CC=1)=[O:28].[NH:36]1[CH2:41][CH2:40][O:39][CH2:38][CH2:37]1. The catalyst is O1CCCC1. The product is [F:18][C:10]1[CH:11]=[C:12]([N+:15]([O-:17])=[O:16])[CH:13]=[CH:14][C:9]=1[O:8][C:6]1[N:5]=[CH:4][N:3]=[C:2]([NH:1][C:27]([N:36]2[CH2:41][CH2:40][O:39][CH2:38][CH2:37]2)=[O:28])[CH:7]=1. The yield is 0.620.